From a dataset of Forward reaction prediction with 1.9M reactions from USPTO patents (1976-2016). Predict the product of the given reaction. (1) Given the reactants [F:1][CH2:2][CH2:3][CH:4]1[CH2:7][CH:6]([C:8]2[CH:9]=[C:10]([C:14]#[C:15][Si](C(C)C)(C(C)C)C(C)C)[CH:11]=[CH:12][CH:13]=2)[CH2:5]1.[F-].C([N+](CCCC)(CCCC)CCCC)CCC.Br[C:45]1[CH:50]=[CH:49][C:48]([O:51][CH:52]([F:54])[F:53])=[CH:47][CH:46]=1.C(N(CC)CC)C, predict the reaction product. The product is: [F:53][CH:52]([F:54])[O:51][C:48]1[CH:49]=[CH:50][C:45]([C:15]#[C:14][C:10]2[CH:11]=[CH:12][CH:13]=[C:8]([CH:6]3[CH2:5][CH:4]([CH2:3][CH2:2][F:1])[CH2:7]3)[CH:9]=2)=[CH:46][CH:47]=1. (2) The product is: [CH3:16][O:17][C:18]1[CH:36]=[CH:35][C:21]([CH2:22][N:23]2[C:32]3[C:27](=[CH:28][C:29]([B:6]4[O:15][C:12]([CH3:14])([CH3:13])[C:9]([CH3:11])([CH3:10])[O:8]4)=[CH:30][CH:31]=3)[CH:26]=[CH:25][C:24]2=[O:34])=[CH:20][CH:19]=1. Given the reactants C([O-])(=O)C.[K+].[B:6].[B].[OH:8][C:9]([C:12]([OH:15])([CH3:14])[CH3:13])([CH3:11])[CH3:10].[CH3:16][O:17][C:18]1[CH:36]=[CH:35][C:21]([CH2:22][N:23]2[C:32]3[C:27](=[CH:28][C:29](Br)=[CH:30][CH:31]=3)[CH:26]=[CH:25][C:24]2=[O:34])=[CH:20][CH:19]=1, predict the reaction product.